From a dataset of Catalyst prediction with 721,799 reactions and 888 catalyst types from USPTO. Predict which catalyst facilitates the given reaction. (1) Reactant: [OH:1][C:2]1[C:11]2[C:6](=[N:7][CH:8]=[CH:9][CH:10]=2)[N:5]([CH2:12][CH2:13][CH:14]([CH3:16])[CH3:15])[C:4](=[O:17])[C:3]=1[C:18]1[NH:23][C:22]2[CH:24]=[CH:25][C:26]([NH:28][S:29]([N:32]3[CH2:36][CH2:35]O[C:33]3=O)(=[O:31])=[O:30])=[CH:27][C:21]=2[S:20](=[O:39])(=[O:38])[N:19]=1.N1CCC[CH2:41]1. Product: [OH:1][C:2]1[C:11]2[C:6](=[N:7][CH:8]=[CH:9][CH:10]=2)[N:5]([CH2:12][CH2:13][CH:14]([CH3:16])[CH3:15])[C:4](=[O:17])[C:3]=1[C:18]1[NH:23][C:22]2[CH:24]=[CH:25][C:26]([NH:28][S:29]([N:32]3[CH2:33][CH2:41][CH2:35][CH2:36]3)(=[O:31])=[O:30])=[CH:27][C:21]=2[S:20](=[O:39])(=[O:38])[N:19]=1. The catalyst class is: 10. (2) Reactant: [S:1]1[CH:5]=[C:4]([CH2:6][C@H:7]([NH:11][C:12]([O:14][C:15]([CH3:18])([CH3:17])[CH3:16])=[O:13])[C:8]([OH:10])=O)[C:3]2[CH:19]=[CH:20][CH:21]=[CH:22][C:2]1=2.[NH:23]1[CH2:27][CH2:26][CH2:25][C@H:24]1[C:28]([N:30]([CH3:32])[CH3:31])=[O:29].CCN=C=NCCCN(C)C.Cl.C1C=CC2N(O)N=NC=2C=1. Product: [CH3:31][N:30]([CH3:32])[C:28]([C@@H:24]1[CH2:25][CH2:26][CH2:27][N:23]1[C:8](=[O:10])[C@@H:7]([NH:11][C:12]([O:14][C:15]([CH3:18])([CH3:17])[CH3:16])=[O:13])[CH2:6][C:4]1[C:3]2[CH:19]=[CH:20][CH:21]=[CH:22][C:2]=2[S:1][CH:5]=1)=[O:29]. The catalyst class is: 4. (3) Reactant: Cl[C:2]1[CH:7]=[C:6]([S:8][CH3:9])[N:5]=[C:4]([CH3:10])[N:3]=1.[IH:11]. Product: [I:11][C:2]1[CH:7]=[C:6]([S:8][CH3:9])[N:5]=[C:4]([CH3:10])[N:3]=1. The catalyst class is: 2. (4) Reactant: [C:1]([O:5][C:6](=[O:37])[NH:7][C@@H:8]([CH2:30][C:31]1[CH:36]=[CH:35][CH:34]=[CH:33][CH:32]=1)[CH2:9][NH:10][C:11](=[O:29])[C@H:12]([N:18]1C(=O)C2C(=CC=CC=2)C1=O)[CH2:13][CH2:14][S:15]([CH3:17])=[O:16])([CH3:4])([CH3:3])[CH3:2].O.NN. Product: [C:1]([O:5][C:6](=[O:37])[NH:7][C@@H:8]([CH2:30][C:31]1[CH:36]=[CH:35][CH:34]=[CH:33][CH:32]=1)[CH2:9][NH:10][C:11](=[O:29])[C@H:12]([NH2:18])[CH2:13][CH2:14][S:15]([CH3:17])=[O:16])([CH3:4])([CH3:2])[CH3:3]. The catalyst class is: 5. (5) Reactant: [CH3:1][N:2]1[C:11](=[O:12])[C:10]2[C:5](=[CH:6][CH:7]=[C:8]([N+:13]([O-:15])=[O:14])[CH:9]=2)[NH:4][C:3]1=[S:16].[I-].C.[C:19](=O)([O-])[O-].[K+].[K+]. Product: [CH3:19][S:16][C:3]1[N:2]([CH3:1])[C:11](=[O:12])[C:10]2[C:5](=[CH:6][CH:7]=[C:8]([N+:13]([O-:15])=[O:14])[CH:9]=2)[N:4]=1. The catalyst class is: 21. (6) Reactant: Br[CH2:2][CH2:3][O:4][C:5]1[CH:10]=[CH:9][C:8]([F:11])=[CH:7][C:6]=1[C:12]([F:15])([F:14])[F:13].[NH2:16][CH2:17][CH2:18][OH:19]. Product: [F:11][C:8]1[CH:9]=[CH:10][C:5]([O:4][CH2:3][CH2:2][NH:16][CH2:17][CH2:18][OH:19])=[C:6]([C:12]([F:15])([F:14])[F:13])[CH:7]=1. The catalyst class is: 13.